This data is from Full USPTO retrosynthesis dataset with 1.9M reactions from patents (1976-2016). The task is: Predict the reactants needed to synthesize the given product. Given the product [CH2:1]([O:5][C:6]1[CH:10]=[C:9]([CH2:11][CH2:12][C:13]([O:15][CH2:16][CH3:17])=[O:14])[N:8]([CH2:18][C:19]2[CH:24]=[CH:23][C:22]([C:25]([F:28])([F:27])[F:26])=[CH:21][C:20]=2[Cl:29])[N:7]=1)[CH2:2][CH2:3][CH3:4], predict the reactants needed to synthesize it. The reactants are: [CH2:1]([O:5][C:6]1[CH:10]=[C:9](/[CH:11]=[CH:12]/[C:13]([O:15][CH2:16][CH3:17])=[O:14])[N:8]([CH2:18][C:19]2[CH:24]=[CH:23][C:22]([C:25]([F:28])([F:27])[F:26])=[CH:21][C:20]=2[Cl:29])[N:7]=1)[CH2:2][CH2:3][CH3:4].